Dataset: Catalyst prediction with 721,799 reactions and 888 catalyst types from USPTO. Task: Predict which catalyst facilitates the given reaction. (1) Reactant: [F:1][C:2]1[C:10]([NH:11][S:12]([CH2:15][CH2:16][CH3:17])(=[O:14])=[O:13])=[CH:9][CH:8]=[C:7]([F:18])[C:3]=1C(O)=O.CC[N:21](CC)CC.C1C=CC(P(N=[N+]=[N-])(C2C=CC=CC=2)=O)=CC=1. Product: [NH2:21][C:3]1[C:2]([F:1])=[C:10]([NH:11][S:12]([CH2:15][CH2:16][CH3:17])(=[O:14])=[O:13])[CH:9]=[CH:8][C:7]=1[F:18]. The catalyst class is: 20. (2) Reactant: [Cl:1][C:2]1[CH:7]=[C:6]([F:8])[CH:5]=[CH:4][C:3]=1[CH:9]([C:11]1[N:15]([C:16]2[C:21]([F:22])=[CH:20][C:19]([F:23])=[CH:18][C:17]=2[F:24])[C:14]([CH3:25])=[N:13][CH:12]=1)[OH:10].[Br:26]N1C(=O)CCC1=O.S(=O)(O)[O-].[Na+].C(=O)(O)[O-].[Na+]. Product: [Br:26][C:12]1[N:13]=[C:14]([CH3:25])[N:15]([C:16]2[C:17]([F:24])=[CH:18][C:19]([F:23])=[CH:20][C:21]=2[F:22])[C:11]=1[CH:9]([C:3]1[CH:4]=[CH:5][C:6]([F:8])=[CH:7][C:2]=1[Cl:1])[OH:10]. The catalyst class is: 35. (3) Reactant: C[O:2][C:3](=[O:30])[C:4]1[CH:9]=[CH:8][C:7]([CH2:10][CH2:11][CH2:12][N:13]2[C:17](=[O:18])[CH2:16][CH2:15][CH:14]2[CH2:19][CH2:20][CH:21]([OH:29])[CH2:22][C:23]2[CH:28]=[CH:27][CH:26]=[CH:25][CH:24]=2)=[CH:6][CH:5]=1.[OH-].[Na+]. Product: [OH:29][CH:21]([CH2:22][C:23]1[CH:24]=[CH:25][CH:26]=[CH:27][CH:28]=1)[CH2:20][CH2:19][CH:14]1[CH2:15][CH2:16][C:17](=[O:18])[N:13]1[CH2:12][CH2:11][CH2:10][C:7]1[CH:6]=[CH:5][C:4]([C:3]([OH:30])=[O:2])=[CH:9][CH:8]=1. The catalyst class is: 5.